From a dataset of Full USPTO retrosynthesis dataset with 1.9M reactions from patents (1976-2016). Predict the reactants needed to synthesize the given product. (1) The reactants are: Br[C:2]1[C:3]2[N:4]([N:8]=[C:9]([Cl:11])[N:10]=2)[CH:5]=[CH:6][CH:7]=1.[NH2:12][CH2:13][C:14]1[C:15]([N:20]([CH3:25])[S:21]([CH3:24])(=[O:23])=[O:22])=[N:16][CH:17]=[CH:18][CH:19]=1. Given the product [Cl:11][C:9]1[N:10]=[C:3]2[C:2]([NH:12][CH2:13][C:14]3[C:15]([N:20]([CH3:25])[S:21]([CH3:24])(=[O:23])=[O:22])=[N:16][CH:17]=[CH:18][CH:19]=3)=[CH:7][CH:6]=[CH:5][N:4]2[N:8]=1, predict the reactants needed to synthesize it. (2) Given the product [CH:1]1([N:7]2[CH2:13][C:12]([F:15])([F:14])[C:11](=[O:16])[N:10]([CH3:17])[C:9]3[CH:18]=[N:19][C:20]([NH:22][C:23]4[CH:31]=[CH:30][C:26]([C:27]([NH:49][CH:44]5[CH2:43][N:48]([CH3:47])[CH2:45]5)=[O:29])=[CH:25][C:24]=4[O:32][CH3:33])=[N:21][C:8]2=3)[CH2:2][CH2:3][CH2:4][CH2:5][CH2:6]1, predict the reactants needed to synthesize it. The reactants are: [CH:1]1([N:7]2[CH2:13][C:12]([F:15])([F:14])[C:11](=[O:16])[N:10]([CH3:17])[C:9]3[CH:18]=[N:19][C:20]([NH:22][C:23]4[CH:31]=[CH:30][C:26]([C:27]([OH:29])=O)=[CH:25][C:24]=4[O:32][CH3:33])=[N:21][C:8]2=3)[CH2:6][CH2:5][CH2:4][CH2:3][CH2:2]1.CN(C(ON1N=[N:49][C:44]2[CH:45]=C[CH:47]=[N:48][C:43]1=2)=[N+](C)C)C.F[P-](F)(F)(F)(F)F.Cl.CN1CC(N)C1. (3) Given the product [CH:33]([C:11]1[C:6]([NH:5][C:3](=[O:4])[C:2]([CH3:25])([CH3:24])[CH3:1])=[N:7][C:8]([O:12][CH2:13][CH2:14][CH2:15][CH2:16][O:17][CH:18]2[CH2:23][CH2:22][CH2:21][CH2:20][O:19]2)=[CH:9][CH:10]=1)=[O:34], predict the reactants needed to synthesize it. The reactants are: [CH3:1][C:2]([CH3:25])([CH3:24])[C:3]([NH:5][C:6]1[CH:11]=[CH:10][CH:9]=[C:8]([O:12][CH2:13][CH2:14][CH2:15][CH2:16][O:17][CH:18]2[CH2:23][CH2:22][CH2:21][CH2:20][O:19]2)[N:7]=1)=[O:4].C([Li])CCC.CN(C)[CH:33]=[O:34].C([O-])(O)=O.[Na+]. (4) Given the product [S:1]1[C:5]2[CH:6]=[CH:7][CH:8]=[CH:9][C:4]=2[C:3]([N:10]2[CH2:15][CH2:14][N:13]([CH2:16][CH2:17][C:18]3[CH:23]=[C:22]([F:24])[CH:21]=[CH:20][C:19]=3[NH:25][C:29](=[O:30])[CH:28]=[C:27]([CH3:32])[CH3:26])[CH2:12][CH2:11]2)=[N:2]1, predict the reactants needed to synthesize it. The reactants are: [S:1]1[C:5]2[CH:6]=[CH:7][CH:8]=[CH:9][C:4]=2[C:3]([N:10]2[CH2:15][CH2:14][N:13]([CH2:16][CH2:17][C:18]3[CH:23]=[C:22]([F:24])[CH:21]=[CH:20][C:19]=3[NH2:25])[CH2:12][CH2:11]2)=[N:2]1.[CH3:26][C:27]([CH3:32])=[CH:28][C:29](Cl)=[O:30]. (5) Given the product [Br:1][C:2]1[CH:3]=[C:4]([N:21]2[C:25]3=[N:26][CH:27]=[CH:28][CH:29]=[C:24]3[C:23]([C:30]([O:32][CH3:33])=[O:31])=[N:22]2)[CH:5]=[C:6]([C:8]([F:9])([F:10])[F:11])[CH:7]=1, predict the reactants needed to synthesize it. The reactants are: [Br:1][C:2]1[CH:3]=[C:4](B2OC(C)(C)C(C)(C)O2)[CH:5]=[C:6]([C:8]([F:11])([F:10])[F:9])[CH:7]=1.[NH:21]1[C:25]2=[N:26][CH:27]=[CH:28][CH:29]=[C:24]2[C:23]([C:30]([O:32][CH3:33])=[O:31])=[N:22]1. (6) Given the product [CH2:33]([N:40]1[CH:45]=[CH:44][N:43]=[C:42]([C:46]([NH:1][C:2]2[CH:31]=[CH:30][C:5]([O:6][C:7]3[CH:12]=[CH:11][N:10]=[C:9]4[CH:13]=[C:14]([C:16]5[CH:17]=[CH:18][C:19]([C:22]([N:24]6[CH2:25][CH2:26][O:27][CH2:28][CH2:29]6)=[O:23])=[CH:20][CH:21]=5)[S:15][C:8]=34)=[C:4]([F:32])[CH:3]=2)=[O:47])[C:41]1=[O:49])[C:34]1[CH:35]=[CH:36][CH:37]=[CH:38][CH:39]=1, predict the reactants needed to synthesize it. The reactants are: [NH2:1][C:2]1[CH:31]=[CH:30][C:5]([O:6][C:7]2[CH:12]=[CH:11][N:10]=[C:9]3[CH:13]=[C:14]([C:16]4[CH:21]=[CH:20][C:19]([C:22]([N:24]5[CH2:29][CH2:28][O:27][CH2:26][CH2:25]5)=[O:23])=[CH:18][CH:17]=4)[S:15][C:8]=23)=[C:4]([F:32])[CH:3]=1.[CH2:33]([N:40]1[CH:45]=[CH:44][N:43]=[C:42]([C:46](O)=[O:47])[C:41]1=[O:49])[C:34]1[CH:39]=[CH:38][CH:37]=[CH:36][CH:35]=1. (7) Given the product [CH:1]1([C:4]2[N:9]=[C:8]([CH2:10][NH2:11])[CH:7]=[C:6]([O:22][CH2:23][CH:24]3[CH2:26][CH:25]3[C:27]([F:29])([F:30])[F:28])[N:5]=2)[CH2:3][CH2:2]1, predict the reactants needed to synthesize it. The reactants are: [CH:1]1([C:4]2[N:9]=[C:8]([CH2:10][N:11]3C(=O)C4C(=CC=CC=4)C3=O)[CH:7]=[C:6]([O:22][CH2:23][CH:24]3[CH2:26][CH:25]3[C:27]([F:30])([F:29])[F:28])[N:5]=2)[CH2:3][CH2:2]1.NN.